This data is from Forward reaction prediction with 1.9M reactions from USPTO patents (1976-2016). The task is: Predict the product of the given reaction. (1) Given the reactants S([C:5]1[CH:11]=[CH:10][C:8]([CH3:9])=[CH:7][CH:6]=1)([O-])(=O)=O.C(O[NH:20][C@H:21]([C:23]([OH:25])=[O:24])[CH3:22])C1C=CC=CC=1.[P:26](Cl)(Cl)(=[O:38])[O:27][C:28]1[C:37]2[C:32](=[CH:33][CH:34]=[CH:35][CH:36]=2)[CH:31]=[CH:30][CH:29]=1.C(Cl)[Cl:42], predict the reaction product. The product is: [Cl:42][C:29]1[CH:30]=[CH:31][C:32]2[C:37](=[CH:36][CH:35]=[CH:34][CH:33]=2)[C:28]=1[O:27][P:26](=[N:20][C@@H:21]([CH3:22])[C:23]([O:25][CH2:9][C:8]1[CH:10]=[CH:11][CH:5]=[CH:6][CH:7]=1)=[O:24])=[O:38]. (2) Given the reactants [Cl:1][C:2]1[C:7]([O:8][C:9]2[CH:10]=[CH:11][C:12]3[N:13]([CH:15]=[C:16]([NH:18]C(C4CC4)=O)[N:17]=3)[N:14]=2)=[CH:6][C:5]([NH:24][C:25]([C:27]2[N:31]([CH3:32])[N:30]=[C:29]([CH3:33])[CH:28]=2)=[O:26])=[C:4]([F:34])[CH:3]=1.Cl.C(OCC)(=O)C, predict the reaction product. The product is: [ClH:1].[NH2:18][C:16]1[N:17]=[C:12]2[CH:11]=[CH:10][C:9]([O:8][C:7]3[CH:2]=[CH:3][C:4]([F:34])=[C:5]([NH:24][C:25]([C:27]4[N:31]([CH3:32])[N:30]=[C:29]([CH3:33])[CH:28]=4)=[O:26])[CH:6]=3)=[N:14][N:13]2[CH:15]=1. (3) Given the reactants [NH2:1][C:2]1[C:3](=[O:16])[N:4]([CH2:12][C:13]([OH:15])=[O:14])[C:5]2[C:10]([CH:11]=1)=[CH:9][CH:8]=[CH:7][CH:6]=2.[C:17]1([S:23](Cl)(=[O:25])=[O:24])[CH:22]=[CH:21][CH:20]=[CH:19][CH:18]=1, predict the reaction product. The product is: [C:17]1([S:23]([NH:1][C:2]2[C:3](=[O:16])[N:4]([CH2:12][C:13]([OH:15])=[O:14])[C:5]3[C:10]([CH:11]=2)=[CH:9][CH:8]=[CH:7][CH:6]=3)(=[O:25])=[O:24])[CH:22]=[CH:21][CH:20]=[CH:19][CH:18]=1. (4) Given the reactants Br[C:2]1[N:6]2[N:7]=[C:8]([NH:11][CH2:12][CH2:13][C:14]([O:16][CH3:17])=[O:15])[CH:9]=[CH:10][C:5]2=[N:4][CH:3]=1.[C:18]([C:21]1[S:25][C:24](B(O)O)=[CH:23][CH:22]=1)(=[O:20])[CH3:19].C([O-])([O-])=O.[K+].[K+], predict the reaction product. The product is: [CH3:17][O:16][C:14](=[O:15])[CH2:13][CH2:12][NH:11][C:8]1[CH:9]=[CH:10][C:5]2[N:6]([C:2]([C:24]3[S:25][C:21]([C:18](=[O:20])[CH3:19])=[CH:22][CH:23]=3)=[CH:3][N:4]=2)[N:7]=1. (5) Given the reactants [CH2:1]([N:8]1[CH2:13][CH2:12][CH2:11][CH:10]([C:14]([C:16]2[C:21]([Cl:22])=[CH:20][N:19]=[C:18]3[N:23]([Si](C(C)C)(C(C)C)C(C)C)[CH:24]=[CH:25][C:17]=23)=O)[CH2:9]1)[C:2]1[CH:7]=[CH:6][CH:5]=[CH:4][CH:3]=1.[NH2:36][NH2:37].CC(O)=O, predict the reaction product. The product is: [CH2:1]([N:8]1[CH2:13][CH2:12][CH2:11][CH:10]([C:14](=[N:36][NH2:37])[C:16]2[C:21]([Cl:22])=[CH:20][N:19]=[C:18]3[NH:23][CH:24]=[CH:25][C:17]=23)[CH2:9]1)[C:2]1[CH:7]=[CH:6][CH:5]=[CH:4][CH:3]=1. (6) Given the reactants [CH2:1]([N:3]1[C:7]2=[N:8][CH:9]=[C:10]([C:18]([O:20]CC)=[O:19])[C:11]([NH:12][C@H:13]3[CH2:17][CH2:16][O:15][CH2:14]3)=[C:6]2[CH:5]=[N:4]1)[CH3:2].[OH-].[Na+], predict the reaction product. The product is: [CH2:1]([N:3]1[C:7]2=[N:8][CH:9]=[C:10]([C:18]([OH:20])=[O:19])[C:11]([NH:12][C@H:13]3[CH2:17][CH2:16][O:15][CH2:14]3)=[C:6]2[CH:5]=[N:4]1)[CH3:2].